Regression. Given a peptide amino acid sequence and an MHC pseudo amino acid sequence, predict their binding affinity value. This is MHC class I binding data. From a dataset of Peptide-MHC class I binding affinity with 185,985 pairs from IEDB/IMGT. (1) The peptide sequence is LQYDLWNVV. The MHC is HLA-A02:01 with pseudo-sequence HLA-A02:01. The binding affinity (normalized) is 0.837. (2) The peptide sequence is FHERGYVKL. The MHC is HLA-B48:01 with pseudo-sequence HLA-B48:01. The binding affinity (normalized) is 0.0847. (3) The peptide sequence is YYGLVTEQF. The MHC is HLA-A29:02 with pseudo-sequence HLA-A29:02. The binding affinity (normalized) is 0.579. (4) The peptide sequence is LSDDSGLMV. The MHC is HLA-A03:01 with pseudo-sequence HLA-A03:01. The binding affinity (normalized) is 0.0847.